The task is: Regression. Given two drug SMILES strings and cell line genomic features, predict the synergy score measuring deviation from expected non-interaction effect.. This data is from NCI-60 drug combinations with 297,098 pairs across 59 cell lines. (1) Drug 1: CCC1=CC2CC(C3=C(CN(C2)C1)C4=CC=CC=C4N3)(C5=C(C=C6C(=C5)C78CCN9C7C(C=CC9)(C(C(C8N6C)(C(=O)OC)O)OC(=O)C)CC)OC)C(=O)OC.C(C(C(=O)O)O)(C(=O)O)O. Drug 2: COCCOC1=C(C=C2C(=C1)C(=NC=N2)NC3=CC=CC(=C3)C#C)OCCOC.Cl. Cell line: MCF7. Synergy scores: CSS=41.9, Synergy_ZIP=6.57, Synergy_Bliss=8.04, Synergy_Loewe=7.33, Synergy_HSA=8.81. (2) Drug 1: C1=CC(=CC=C1CC(C(=O)O)N)N(CCCl)CCCl.Cl. Drug 2: C1C(C(OC1N2C=NC3=C2NC=NCC3O)CO)O. Cell line: PC-3. Synergy scores: CSS=-0.160, Synergy_ZIP=-1.62, Synergy_Bliss=-1.56, Synergy_Loewe=-5.88, Synergy_HSA=-2.55.